From a dataset of NCI-60 drug combinations with 297,098 pairs across 59 cell lines. Regression. Given two drug SMILES strings and cell line genomic features, predict the synergy score measuring deviation from expected non-interaction effect. (1) Drug 1: CC1CCC2CC(C(=CC=CC=CC(CC(C(=O)C(C(C(=CC(C(=O)CC(OC(=O)C3CCCCN3C(=O)C(=O)C1(O2)O)C(C)CC4CCC(C(C4)OC)OCCO)C)C)O)OC)C)C)C)OC. Drug 2: C1CN(P(=O)(OC1)NCCCl)CCCl. Cell line: NCI-H322M. Synergy scores: CSS=3.85, Synergy_ZIP=-1.14, Synergy_Bliss=1.85, Synergy_Loewe=-4.15, Synergy_HSA=0.748. (2) Drug 1: CCC1=CC2CC(C3=C(CN(C2)C1)C4=CC=CC=C4N3)(C5=C(C=C6C(=C5)C78CCN9C7C(C=CC9)(C(C(C8N6C)(C(=O)OC)O)OC(=O)C)CC)OC)C(=O)OC.C(C(C(=O)O)O)(C(=O)O)O. Drug 2: C1CN(CCN1C(=O)CCBr)C(=O)CCBr. Cell line: SK-MEL-2. Synergy scores: CSS=53.2, Synergy_ZIP=1.04, Synergy_Bliss=3.89, Synergy_Loewe=-34.3, Synergy_HSA=1.16. (3) Drug 1: CS(=O)(=O)C1=CC(=C(C=C1)C(=O)NC2=CC(=C(C=C2)Cl)C3=CC=CC=N3)Cl. Drug 2: CC1=C(C(CCC1)(C)C)C=CC(=CC=CC(=CC(=O)O)C)C. Cell line: TK-10. Synergy scores: CSS=2.67, Synergy_ZIP=-0.829, Synergy_Bliss=-1.09, Synergy_Loewe=-1.31, Synergy_HSA=-1.62. (4) Drug 1: C1=CC=C(C(=C1)C(C2=CC=C(C=C2)Cl)C(Cl)Cl)Cl. Drug 2: C1=NC2=C(N1)C(=S)N=CN2. Cell line: MCF7. Synergy scores: CSS=39.5, Synergy_ZIP=-0.829, Synergy_Bliss=-0.754, Synergy_Loewe=-25.2, Synergy_HSA=-0.280. (5) Drug 1: CC12CCC3C(C1CCC2=O)CC(=C)C4=CC(=O)C=CC34C. Drug 2: C1CCC(C(C1)N)N.C(=O)(C(=O)[O-])[O-].[Pt+4]. Cell line: OVCAR-8. Synergy scores: CSS=50.9, Synergy_ZIP=-4.70, Synergy_Bliss=-6.51, Synergy_Loewe=-7.74, Synergy_HSA=-4.41.